Binary Classification. Given a T-cell receptor sequence (or CDR3 region) and an epitope sequence, predict whether binding occurs between them. From a dataset of TCR-epitope binding with 47,182 pairs between 192 epitopes and 23,139 TCRs. The epitope is LLWNGPMAV. The TCR CDR3 sequence is CSVVDAAPGANVLTF. Result: 1 (the TCR binds to the epitope).